This data is from Catalyst prediction with 721,799 reactions and 888 catalyst types from USPTO. The task is: Predict which catalyst facilitates the given reaction. Reactant: S([O-])([O-])(=O)=O.[Mg+2].[C:7]1([CH2:13][NH2:14])[CH:12]=[CH:11][CH:10]=[CH:9][CH:8]=1.[C:15]1(=O)[CH2:20][CH2:19][CH2:18][CH2:17][CH2:16]1. Product: [C:15]1(=[N:14][CH2:13][C:7]2[CH:12]=[CH:11][CH:10]=[CH:9][CH:8]=2)[CH2:20][CH2:19][CH2:18][CH2:17][CH2:16]1. The catalyst class is: 2.